Dataset: Peptide-MHC class I binding affinity with 185,985 pairs from IEDB/IMGT. Task: Regression. Given a peptide amino acid sequence and an MHC pseudo amino acid sequence, predict their binding affinity value. This is MHC class I binding data. (1) The peptide sequence is GAVVKSDNKL. The MHC is HLA-A02:02 with pseudo-sequence HLA-A02:02. The binding affinity (normalized) is 0. (2) The peptide sequence is LYTADLEL. The binding affinity (normalized) is 0.623. The MHC is H-2-Kd with pseudo-sequence H-2-Kd. (3) The peptide sequence is AQFSPQYL. The MHC is Mamu-B8301 with pseudo-sequence Mamu-B8301. The binding affinity (normalized) is 0.311.